This data is from Forward reaction prediction with 1.9M reactions from USPTO patents (1976-2016). The task is: Predict the product of the given reaction. (1) Given the reactants [C:1]([N:5]1[CH2:8][CH:7]([C:9]2[CH:14]=[CH:13][C:12]([NH:15][S:16]([C:19]3[CH:24]=[CH:23][C:22]([O:25][C:26]([F:29])([F:28])[F:27])=[CH:21][CH:20]=3)(=[O:18])=[O:17])=[CH:11][CH:10]=2)[CH2:6]1)(=O)[CH2:2][CH3:3].B.C1COCC1, predict the reaction product. The product is: [CH2:1]([N:5]1[CH2:8][CH:7]([C:9]2[CH:14]=[CH:13][C:12]([NH:15][S:16]([C:19]3[CH:24]=[CH:23][C:22]([O:25][C:26]([F:29])([F:28])[F:27])=[CH:21][CH:20]=3)(=[O:18])=[O:17])=[CH:11][CH:10]=2)[CH2:6]1)[CH2:2][CH3:3]. (2) Given the reactants [Cr](Cl)([O-])(=O)=O.[NH+]1C=CC=CC=1.[Br:12][C:13]1[CH:22]=[C:21]([F:23])[CH:20]=[C:19]2[C:14]=1[CH:15]=[CH:16][C:17]([CH2:24][OH:25])=[CH:18]2, predict the reaction product. The product is: [Br:12][C:13]1[CH:22]=[C:21]([F:23])[CH:20]=[C:19]2[C:14]=1[CH:15]=[CH:16][C:17]([CH:24]=[O:25])=[CH:18]2. (3) Given the reactants Br[C:2]1[C:11]2[C:6](=[CH:7][CH:8]=[CH:9][CH:10]=2)[C:5](=[O:12])[O:4][C:3]=1[CH:13]([OH:15])[CH3:14].[CH3:16][N:17]([CH3:27])[C:18]1[CH:19]=[C:20](B(O)O)[CH:21]=[CH:22][CH:23]=1.C([O-])([O-])=O.[Cs+].[Cs+], predict the reaction product. The product is: [CH3:16][N:17]([CH3:27])[C:18]1[CH:23]=[C:22]([C:2]2[C:11]3[C:6](=[CH:7][CH:8]=[CH:9][CH:10]=3)[C:5](=[O:12])[O:4][C:3]=2[CH:13]([OH:15])[CH3:14])[CH:21]=[CH:20][CH:19]=1. (4) Given the reactants [CH2:1]([O:3][C:4](=[O:11])[CH:5]([OH:10])[CH:6]1[CH2:9][O:8][CH2:7]1)[CH3:2].CC1C=CC=C([N+]([O-])=O)C=1C(OC(=O)C1C([N+]([O-])=O)=CC=CC=1C)=O.[CH3:37][C:38]([CH3:44])([CH:42]=[CH2:43])[C:39](O)=[O:40], predict the reaction product. The product is: [CH2:1]([O:3][C:4]([CH:5]([O:10][C:39](=[O:40])[C:38]([CH3:44])([CH3:37])[CH:42]=[CH2:43])[CH:6]1[CH2:7][O:8][CH2:9]1)=[O:11])[CH3:2]. (5) Given the reactants [NH2:1][CH:2]([CH2:12]CC1C=CC(C(C)(C)C)=CC=1)[CH:3]([C:5]1[CH:10]=[CH:9][C:8]([F:11])=[CH:7][CH:6]=1)[OH:4].[C:24]1([C:35]([OH:37])=O)[CH:25]=[CH:26][CH:27]=[C:28]2[CH2:34][CH2:33][CH2:32][CH:31]=[CH:30][C:29]=12.O.ON1[C:44]2[CH:45]=[CH:46][CH:47]=[CH:48][C:43]=2N=N1.Cl.C(N=C=N[CH2:55][CH2:56][CH2:57]N(C)C)C.[C:61](#N)C, predict the reaction product. The product is: [C:56]([C:43]1[CH:48]=[CH:47][C:46]([CH2:12][CH:2]([NH:1][C:35]([C:24]2[CH:25]=[CH:26][CH:27]=[C:28]3[CH2:34][CH2:33][CH2:32][CH:31]=[CH:30][C:29]=23)=[O:37])[CH:3]([C:5]2[CH:10]=[CH:9][C:8]([F:11])=[CH:7][CH:6]=2)[OH:4])=[CH:45][CH:44]=1)([CH3:57])([CH3:61])[CH3:55]. (6) Given the reactants [Cl:1][C:2]1[N:3]=[N:4][C:5](Cl)=[CH:6][CH:7]=1.[F:9][C:10]([F:25])([C:15]1[CH:16]=[C:17]2[C:22](=[CH:23][CH:24]=1)[N:21]=[CH:20][CH:19]=[CH:18]2)[C:11]([NH:13][NH2:14])=O, predict the reaction product. The product is: [Cl:1][C:2]1[CH:7]=[CH:6][C:5]2[N:4]([C:11]([C:10]([F:25])([F:9])[C:15]3[CH:16]=[C:17]4[C:22](=[CH:23][CH:24]=3)[N:21]=[CH:20][CH:19]=[CH:18]4)=[N:13][N:14]=2)[N:3]=1. (7) Given the reactants Br[C:2]1[CH:7]=[C:6]([Br:8])[CH:5]=[CH:4][N:3]=1.[C:9]1(B(O)O)[CH:14]=[CH:13][CH:12]=[CH:11][CH:10]=1.C(=O)([O-])[O-].[K+].[K+], predict the reaction product. The product is: [Br:8][C:6]1[CH:5]=[CH:4][N:3]=[C:2]([C:9]2[CH:14]=[CH:13][CH:12]=[CH:11][CH:10]=2)[CH:7]=1.